From a dataset of Forward reaction prediction with 1.9M reactions from USPTO patents (1976-2016). Predict the product of the given reaction. (1) Given the reactants Br[CH2:2][C:3]1[C:13]([Cl:14])=[N:12][CH:11]=[CH:10][C:4]=1[C:5]([O:7]CC)=O.[CH3:15][C:16]1[CH:17]=[C:18]([CH2:30][NH2:31])[CH:19]=[N:20][C:21]=1[O:22][CH2:23][C:24]([F:29])([F:28])[CH:25]([F:27])[F:26], predict the reaction product. The product is: [Cl:14][C:13]1[C:3]2[CH2:2][N:31]([CH2:30][C:18]3[CH:19]=[N:20][C:21]([O:22][CH2:23][C:24]([F:29])([F:28])[CH:25]([F:27])[F:26])=[C:16]([CH3:15])[CH:17]=3)[C:5](=[O:7])[C:4]=2[CH:10]=[CH:11][N:12]=1. (2) Given the reactants [ClH:1].C(OC([N:9]1[C@H:13]([C:14]2[CH:19]=[CH:18][CH:17]=[CH:16][CH:15]=2)[C@H:12]([C:20]2[CH:25]=[CH:24][CH:23]=[CH:22][CH:21]=2)[N:11]=[C:10]1[NH:26][CH2:27][C:28]1[CH:33]=[CH:32][CH:31]=[C:30]([F:34])[CH:29]=1)=O)(C)(C)C, predict the reaction product. The product is: [ClH:1].[C:14]1([C@H:13]2[C@@H:12]([C:20]3[CH:25]=[CH:24][CH:23]=[CH:22][CH:21]=3)[NH:11][C:10]([NH:26][CH2:27][C:28]3[CH:33]=[CH:32][CH:31]=[C:30]([F:34])[CH:29]=3)=[N:9]2)[CH:15]=[CH:16][CH:17]=[CH:18][CH:19]=1. (3) Given the reactants [S:1]1[CH:5]=[CH:4][N:3]=[CH:2]1.C([Mg]Cl)(C)C.[Cl-].[Li+].[O:13]=[C:14]1[C:22]2[C:17](=[CH:18][C:19]([C:23]([O:25][CH3:26])=[O:24])=[CH:20][CH:21]=2)[CH2:16][CH2:15]1, predict the reaction product. The product is: [OH:13][C:14]1([C:2]2[S:1][CH:5]=[CH:4][N:3]=2)[C:22]2[C:17](=[CH:18][C:19]([C:23]([O:25][CH3:26])=[O:24])=[CH:20][CH:21]=2)[CH2:16][CH2:15]1. (4) Given the reactants [C:1]([O:5][C:6]([N:8]([C:16]1[CH:21]=[C:20](Cl)[C:19](Cl)=[CH:18][N:17]=1)[C:9](=[O:15])[O:10][C:11]([CH3:14])([CH3:13])[CH3:12])=[O:7])([CH3:4])([CH3:3])[CH3:2].C([Sn](CCCC)(CCCC)[CH2:29][O:30][CH2:31][Sn](CCCC)(CCCC)CCCC)CCC.CC(C1C=C(C(C)C)C(C2C=CC=CC=2P(C2CCCCC2)C2CCCCC2)=C(C(C)C)C=1)C, predict the reaction product. The product is: [C:1]([O:5][C:6]([N:8]([C:16]1[N:17]=[CH:18][C:19]2[CH2:29][O:30][CH2:31][C:20]=2[CH:21]=1)[C:9](=[O:15])[O:10][C:11]([CH3:14])([CH3:13])[CH3:12])=[O:7])([CH3:4])([CH3:3])[CH3:2]. (5) Given the reactants [CH3:1][O:2][C:3]1[CH:16]=[CH:15][C:6]2[C:7]([CH2:10][C:11]([O:13][CH3:14])=[O:12])=[CH:8][O:9][C:5]=2[CH:4]=1.[O:17]1CCOCC1, predict the reaction product. The product is: [CH3:1][O:2][C:3]1[CH:16]=[CH:15][C:6]2[C:7]([C:10](=[O:17])[C:11]([O:13][CH3:14])=[O:12])=[CH:8][O:9][C:5]=2[CH:4]=1.